This data is from Peptide-MHC class I binding affinity with 185,985 pairs from IEDB/IMGT. The task is: Regression. Given a peptide amino acid sequence and an MHC pseudo amino acid sequence, predict their binding affinity value. This is MHC class I binding data. (1) The MHC is HLA-B40:01 with pseudo-sequence HLA-B40:01. The binding affinity (normalized) is 0.0847. The peptide sequence is RPRCAYLPF. (2) The peptide sequence is IRFRYCAPPG. The MHC is HLA-B27:05 with pseudo-sequence HLA-B27:05. The binding affinity (normalized) is 0.622.